This data is from Full USPTO retrosynthesis dataset with 1.9M reactions from patents (1976-2016). The task is: Predict the reactants needed to synthesize the given product. (1) Given the product [C:19]1([NH:18][C:1](=[O:4])[C:2]#[CH:3])[CH:24]=[CH:23][CH:22]=[CH:21][CH:20]=1, predict the reactants needed to synthesize it. The reactants are: [C:1](OC1C=CC(C2C=CC=CC=2)=CC=1)(=[O:4])[C:2]#[CH:3].[NH2:18][C:19]1[CH:24]=[CH:23][CH:22]=[CH:21][CH:20]=1.C(O)(=O)C#C.C1CCC(N=C=NC2CCCCC2)CC1. (2) Given the product [ClH:30].[S:25]1[CH:26]=[CH:27][CH:28]=[C:24]1[CH2:23][N:8]([C:9]1[S:10][CH:11]=[C:12]([C:14]2[CH:15]=[CH:16][C:17]([CH:20]([CH3:22])[CH3:21])=[CH:18][CH:19]=2)[N:13]=1)[CH2:7][C:6]([OH:29])=[O:5], predict the reactants needed to synthesize it. The reactants are: C([O:5][C:6](=[O:29])[CH2:7][N:8]([CH2:23][C:24]1[S:25][CH:26]=[CH:27][CH:28]=1)[C:9]1[S:10][CH:11]=[C:12]([C:14]2[CH:19]=[CH:18][C:17]([CH:20]([CH3:22])[CH3:21])=[CH:16][CH:15]=2)[N:13]=1)(C)(C)C.[ClH:30]. (3) Given the product [ClH:23].[NH:8]1[CH2:13][CH2:12][CH2:11][CH:10]([C:14]([NH:16][C:17]2[CH:22]=[CH:21][CH:20]=[CH:19][CH:18]=2)=[O:15])[CH2:9]1, predict the reactants needed to synthesize it. The reactants are: C(OC([N:8]1[CH2:13][CH2:12][CH2:11][CH:10]([C:14]([NH:16][C:17]2[CH:22]=[CH:21][CH:20]=[CH:19][CH:18]=2)=[O:15])[CH2:9]1)=O)(C)(C)C.[ClH:23]. (4) Given the product [NH2:1][C:2]1[C:10]2[C:5](=[N:6][C:7]([CH3:14])=[CH:8][C:9]=2[C:11]([N:18]2[CH2:23][CH2:22][O:21][CH2:20][CH2:19]2)=[O:13])[S:4][C:3]=1[C:15]([NH2:16])=[O:17], predict the reactants needed to synthesize it. The reactants are: [NH2:1][C:2]1[C:10]2[C:9]([C:11]([OH:13])=O)=[CH:8][C:7]([CH3:14])=[N:6][C:5]=2[S:4][C:3]=1[C:15](=[O:17])[NH2:16].[NH:18]1[CH2:23][CH2:22][O:21][CH2:20][CH2:19]1.C1CN([P+](ON2N=NC3C=CC=CC2=3)(N2CCCC2)N2CCCC2)CC1.F[P-](F)(F)(F)(F)F. (5) Given the product [CH2:10]([N:4]1[CH2:3][CH:29]2[C:28]3[CH:27]=[C:26]([O:25][CH3:24])[CH:34]=[CH:33][C:32]=3[C:31](=[O:35])[CH:30]2[CH2:5]1)[C:11]1[CH:12]=[CH:13][CH:14]=[CH:15][CH:16]=1, predict the reactants needed to synthesize it. The reactants are: CO[CH2:3][N:4]([CH2:10][C:11]1[CH:16]=[CH:15][CH:14]=[CH:13][CH:12]=1)[CH2:5][Si](C)(C)C.C(O)(C(F)(F)F)=O.[CH3:24][O:25][C:26]1[CH:27]=[C:28]2[C:32](=[CH:33][CH:34]=1)[C:31](=[O:35])[CH:30]=[CH:29]2. (6) Given the product [CH2:20]([O:19][C:17](=[O:18])[CH2:16][N:1]1[CH2:6][CH2:5][CH:4]([C:7]([C:9]2[CH:14]=[CH:13][CH:12]=[CH:11][N:10]=2)=[O:8])[CH2:3][CH2:2]1)[CH3:21], predict the reactants needed to synthesize it. The reactants are: [NH:1]1[CH2:6][CH2:5][CH:4]([C:7]([C:9]2[CH:14]=[CH:13][CH:12]=[CH:11][N:10]=2)=[O:8])[CH2:3][CH2:2]1.Br[CH2:16][C:17]([O:19][CH2:20][CH3:21])=[O:18].C(N(CC)CC)C. (7) Given the product [Cl:1][C:2]1[CH:7]=[CH:6][C:5]([CH2:8][NH:9][C@@H:10]([C:12]2[CH:17]=[CH:16][CH:15]=[C:14]([Cl:18])[CH:13]=2)[CH3:11])=[CH:4][C:3]=1[O:19][CH:59]([C:54]1[CH:55]=[CH:56][CH:57]=[CH:58][N:53]=1)[CH3:60], predict the reactants needed to synthesize it. The reactants are: [Cl:1][C:2]1[CH:7]=[CH:6][C:5]([CH2:8][NH:9][C@@H:10]([C:12]2[CH:17]=[CH:16][CH:15]=[C:14]([Cl:18])[CH:13]=2)[CH3:11])=[CH:4][C:3]=1[OH:19].C1(P(C2C=CC=CC=2)C2C=CC=CC=2)C=CC=CC=1.N(C(OC(C)C)=O)=NC(OC(C)C)=O.[N:53]1[CH:58]=[CH:57][CH:56]=[CH:55][C:54]=1[CH:59](O)[CH3:60]. (8) Given the product [OH:12][C:5]1[C:6]2[C:11](=[CH:10][CH:9]=[CH:8][CH:7]=2)[C@@:2]([NH:1][S:42]([CH2:41][CH2:40][N:53]2[CH2:58][CH2:57][O:56][CH2:55][CH2:54]2)(=[O:44])=[O:43])([CH2:34][CH2:35][CH:36]([CH3:37])[CH3:38])[C:3](=[O:33])[C:4]=1[C:13]1[NH:18][C:17]2[CH:19]=[CH:20][C:21]([NH:23][S:66]([CH3:65])(=[O:68])=[O:67])=[CH:22][C:16]=2[S:15](=[O:32])(=[O:31])[N:14]=1, predict the reactants needed to synthesize it. The reactants are: [NH2:1][C@@:2]1([CH2:34][CH2:35][CH:36]([CH3:38])[CH3:37])[C:11]2[C:6](=[CH:7][CH:8]=[CH:9][CH:10]=2)[C:5]([OH:12])=[C:4]([C:13]2[NH:18][C:17]3[CH:19]=[CH:20][C:21]([NH:23]C(=O)OC(C)(C)C)=[CH:22][C:16]=3[S:15](=[O:32])(=[O:31])[N:14]=2)[C:3]1=[O:33].Cl[CH2:40][CH2:41][S:42](Cl)(=[O:44])=[O:43].C(N(CC)CC)C.[NH:53]1[CH2:58][CH2:57][O:56][CH2:55][CH2:54]1.N1C=CC=CC=1.[CH3:65][S:66](Cl)(=[O:68])=[O:67].